Dataset: NCI-60 drug combinations with 297,098 pairs across 59 cell lines. Task: Regression. Given two drug SMILES strings and cell line genomic features, predict the synergy score measuring deviation from expected non-interaction effect. (1) Drug 1: C1CCC(CC1)NC(=O)N(CCCl)N=O. Drug 2: C1=NC2=C(N1)C(=S)N=C(N2)N. Cell line: A498. Synergy scores: CSS=27.2, Synergy_ZIP=-8.00, Synergy_Bliss=-5.05, Synergy_Loewe=-20.6, Synergy_HSA=-2.39. (2) Drug 1: C1=CC=C(C=C1)NC(=O)CCCCCCC(=O)NO. Drug 2: C(=O)(N)NO. Cell line: T-47D. Synergy scores: CSS=3.40, Synergy_ZIP=0.871, Synergy_Bliss=5.83, Synergy_Loewe=-5.00, Synergy_HSA=1.46. (3) Drug 2: C1=C(C(=O)NC(=O)N1)N(CCCl)CCCl. Synergy scores: CSS=21.9, Synergy_ZIP=-3.35, Synergy_Bliss=2.39, Synergy_Loewe=-0.416, Synergy_HSA=0.222. Drug 1: CNC(=O)C1=CC=CC=C1SC2=CC3=C(C=C2)C(=NN3)C=CC4=CC=CC=N4. Cell line: SK-MEL-2. (4) Drug 1: C1=CC(=C2C(=C1NCCNCCO)C(=O)C3=C(C=CC(=C3C2=O)O)O)NCCNCCO. Drug 2: CCC1(C2=C(COC1=O)C(=O)N3CC4=CC5=C(C=CC(=C5CN(C)C)O)N=C4C3=C2)O.Cl. Cell line: CCRF-CEM. Synergy scores: CSS=81.1, Synergy_ZIP=-0.158, Synergy_Bliss=-0.0807, Synergy_Loewe=-0.159, Synergy_HSA=2.23.